Dataset: Full USPTO retrosynthesis dataset with 1.9M reactions from patents (1976-2016). Task: Predict the reactants needed to synthesize the given product. (1) Given the product [C:24]([O:23][C:21]([N:17]1[C:18]2[C:14](=[CH:13][C:12]([N+:9]([O-:11])=[O:10])=[CH:20][CH:19]=2)[CH:15]=[C:16]1[B:28]([OH:33])[OH:29])=[O:22])([CH3:27])([CH3:26])[CH3:25], predict the reactants needed to synthesize it. The reactants are: [Li+].CC([N-]C(C)C)C.[N+:9]([C:12]1[CH:13]=[C:14]2[C:18](=[CH:19][CH:20]=1)[N:17]([C:21]([O:23][C:24]([CH3:27])([CH3:26])[CH3:25])=[O:22])[CH:16]=[CH:15]2)([O-:11])=[O:10].[B:28](OC(C)C)([O:33]C(C)C)[O:29]C(C)C.ClC1N=C(C2C=CC(O)=CC=2)C=NC=1. (2) Given the product [O:9]1[C:10]2[CH:16]=[CH:15][CH:14]=[CH:13][C:11]=2[N:12]=[C:8]1[C:5]1[CH:6]=[CH:7][C:2]([CH2:32][C:33]#[N:34])=[C:3]([N+:17]([O-:19])=[O:18])[CH:4]=1, predict the reactants needed to synthesize it. The reactants are: F[C:2]1[CH:7]=[CH:6][C:5]([C:8]2[O:9][C:10]3[CH:16]=[CH:15][CH:14]=[CH:13][C:11]=3[N:12]=2)=[CH:4][C:3]=1[N+:17]([O-:19])=[O:18].C([O-])([O-])=O.[K+].[K+].C(OC(=O)[CH2:32][C:33]#[N:34])(C)(C)C.Cl.C1(C)C=CC(S(O)(=O)=O)=CC=1. (3) Given the product [Cl:24][C:22]1[CH:21]=[CH:20][C:19]([F:25])=[C:18]([C:16]2[N:17]=[C:12]([NH:11][C:10]3[C:5]([C:4]([OH:29])=[O:3])=[CH:6][N:7]=[CH:8][CH:9]=3)[C:13]3[O:28][CH2:27][CH2:26][C:14]=3[N:15]=2)[CH:23]=1, predict the reactants needed to synthesize it. The reactants are: C([O:3][C:4](=[O:29])[C:5]1[C:10]([NH:11][C:12]2[C:13]3[O:28][CH2:27][CH2:26][C:14]=3[N:15]=[C:16]([C:18]3[CH:23]=[C:22]([Cl:24])[CH:21]=[CH:20][C:19]=3[F:25])[N:17]=2)=[CH:9][CH:8]=[N:7][CH:6]=1)C.[OH-].[Na+]. (4) Given the product [CH3:10][N:9]1[C:5]([O:4][C:3]2[C:2]([F:1])=[CH:24][C:23]([NH2:25])=[CH:22][C:21]=2[F:28])=[C:6]([C:12]2[C:13]([F:20])=[CH:14][C:15]([F:19])=[CH:16][C:17]=2[F:18])[C:7]([CH3:11])=[N:8]1, predict the reactants needed to synthesize it. The reactants are: [F:1][C:2]1[CH:24]=[C:23]([N+:25]([O-])=O)[CH:22]=[C:21]([F:28])[C:3]=1[O:4][C:5]1[N:9]([CH3:10])[N:8]=[C:7]([CH3:11])[C:6]=1[C:12]1[C:17]([F:18])=[CH:16][C:15]([F:19])=[CH:14][C:13]=1[F:20].[Cl-].[NH4+].O. (5) Given the product [CH3:1][O:2][C:3]1[CH:8]=[CH:7][CH:6]=[CH:5][C:4]=1[C:9]1[C:17]2[C:12](=[N:13][CH:14]=[C:15]([C:18]3[CH:19]=[CH:20][C:21]([NH:29][C:30]4[CH:31]=[N:32][CH:33]=[N:34][CH:35]=4)=[C:22]([CH:28]=3)[C:23]([N:25]([CH3:26])[CH3:27])=[O:24])[CH:16]=2)[NH:11][CH:10]=1, predict the reactants needed to synthesize it. The reactants are: [CH3:1][O:2][C:3]1[CH:8]=[CH:7][CH:6]=[CH:5][C:4]=1[C:9]1[C:17]2[C:12](=[N:13][CH:14]=[C:15]([C:18]3[CH:19]=[CH:20][C:21]([NH:29][C:30]4[CH:31]=[N:32][CH:33]=[N:34][CH:35]=4)=[C:22]([CH:28]=3)[C:23]([N:25]([CH3:27])[CH3:26])=[O:24])[CH:16]=2)[N:11](S(C2C=CC(C)=CC=2)(=O)=O)[CH:10]=1.[OH-].[K+].C(O)(=O)CC(CC(O)=O)(C(O)=O)O. (6) Given the product [OH:1][CH:2]1[C:6]2([CH2:7][CH2:8][N:9]([C:12]([O:14][C:15]([CH3:16])([CH3:18])[CH3:17])=[O:13])[CH2:10][CH2:11]2)[C:5](=[O:19])[N:4]([C:22]2[CH2:26][O:25][C:24](=[O:27])[CH:23]=2)[CH:3]1[CH3:20], predict the reactants needed to synthesize it. The reactants are: [OH:1][CH:2]1[C:6]2([CH2:11][CH2:10][N:9]([C:12]([O:14][C:15]([CH3:18])([CH3:17])[CH3:16])=[O:13])[CH2:8][CH2:7]2)[C:5](=[O:19])[NH:4][CH:3]1[CH3:20].Br[C:22]1[CH2:26][O:25][C:24](=[O:27])[CH:23]=1.CC1(C)C2C(=C(P(C3C=CC=CC=3)C3C=CC=CC=3)C=CC=2)OC2C(P(C3C=CC=CC=3)C3C=CC=CC=3)=CC=CC1=2.C([O-])([O-])=O.[K+].[K+].O. (7) Given the product [NH2:8][C@@H:9]([C:12]1[C:13]([F:30])=[C:14]([C:26]([Cl:29])=[CH:27][CH:28]=1)[C:15]([C:17]1[CH:18]=[CH:19][C:20]([C:23]([OH:25])=[O:24])=[N:21][CH:22]=1)=[O:16])[CH2:10][CH3:11], predict the reactants needed to synthesize it. The reactants are: C(OC([NH:8][C@@H:9]([C:12]1[C:13]([F:30])=[C:14]([C:26]([Cl:29])=[CH:27][CH:28]=1)[C:15]([C:17]1[CH:18]=[CH:19][C:20]([C:23]([OH:25])=[O:24])=[N:21][CH:22]=1)=[O:16])[CH2:10][CH3:11])=O)(C)(C)C.Cl.CCOC(C)=O.